This data is from Peptide-MHC class I binding affinity with 185,985 pairs from IEDB/IMGT. The task is: Regression. Given a peptide amino acid sequence and an MHC pseudo amino acid sequence, predict their binding affinity value. This is MHC class I binding data. (1) The peptide sequence is WVNCSSMTFL. The MHC is HLA-B07:02 with pseudo-sequence HLA-B07:02. The binding affinity (normalized) is 0.173. (2) The peptide sequence is KTQEPPQVA. The MHC is HLA-A31:01 with pseudo-sequence HLA-A31:01. The binding affinity (normalized) is 0.0847. (3) The peptide sequence is ILAGVSLLPV. The MHC is HLA-A02:01 with pseudo-sequence HLA-A02:01. The binding affinity (normalized) is 0.858. (4) The peptide sequence is SFSIFNDLM. The MHC is H-2-Kb with pseudo-sequence H-2-Kb. The binding affinity (normalized) is 0.0590. (5) The peptide sequence is VFAVLSIVNR. The MHC is HLA-A68:02 with pseudo-sequence HLA-A68:02. The binding affinity (normalized) is 0.0422. (6) The peptide sequence is FFSPFFFSL. The MHC is HLA-A69:01 with pseudo-sequence HLA-A69:01. The binding affinity (normalized) is 0.0847. (7) The peptide sequence is YVDHYYRDY. The MHC is HLA-A31:01 with pseudo-sequence HLA-A31:01. The binding affinity (normalized) is 0.0847. (8) The peptide sequence is SSYYATSYL. The MHC is HLA-A11:01 with pseudo-sequence HLA-A11:01. The binding affinity (normalized) is 0.270.